From a dataset of Peptide-MHC class I binding affinity with 185,985 pairs from IEDB/IMGT. Regression. Given a peptide amino acid sequence and an MHC pseudo amino acid sequence, predict their binding affinity value. This is MHC class I binding data. The peptide sequence is KMLDNGVYL. The MHC is H-2-Kb with pseudo-sequence H-2-Kb. The binding affinity (normalized) is 0.248.